Dataset: Reaction yield outcomes from USPTO patents with 853,638 reactions. Task: Predict the reaction yield, written as a fraction of the theoretical maximum amount of product (1.0 means a 100% yield; for example, 0.34 means a 34% yield). (1) The reactants are [Cl:1][C:2]1[CH:7]=[CH:6][CH:5]=[C:4]([CH3:8])[C:3]=1[OH:9].[CH3:10][NH:11][CH3:12].[CH2:13]=O. The catalyst is C(O)C.O. The product is [Cl:1][C:2]1[CH:7]=[C:6]([CH2:10][N:11]([CH3:13])[CH3:12])[CH:5]=[C:4]([CH3:8])[C:3]=1[OH:9]. The yield is 0.660. (2) The reactants are [NH2:1][C:2]1[CH:7]=[CH:6][C:5]([OH:8])=[CH:4][CH:3]=1.[C@@H:9]12[C:18](=O)[O:17][C:15](=[O:16])[C@@H:10]1[CH2:11][CH2:12][CH2:13][CH2:14]2.C. The catalyst is C(O)C. The product is [OH:8][C:5]1[CH:6]=[CH:7][C:2]([N:1]2[C:15](=[O:16])[C@H:10]3[C@H:9]([CH2:14][CH2:13][CH2:12][CH2:11]3)[C:18]2=[O:17])=[CH:3][CH:4]=1. The yield is 0.690. (3) The reactants are Br[C:2]1[N:6]=[CH:5][N:4]([CH2:7][O:8][CH2:9][CH2:10][Si:11]([CH3:14])([CH3:13])[CH3:12])[C:3]=1[C:15]1[CH:16]=[N:17][CH:18]=[CH:19][CH:20]=1.[CH2:21]([SH:27])[CH2:22][CH2:23][CH2:24][CH2:25][CH3:26].C([O-])([O-])=O.[K+].[K+].CC1(C)C2C(=C(P(C3C=CC=CC=3)C3C=CC=CC=3)C=CC=2)OC2C(P(C3C=CC=CC=3)C3C=CC=CC=3)=CC=CC1=2. The catalyst is C(OCC)(=O)C.C1C=CC(/C=C/C(/C=C/C2C=CC=CC=2)=O)=CC=1.C1C=CC(/C=C/C(/C=C/C2C=CC=CC=2)=O)=CC=1.C1C=CC(/C=C/C(/C=C/C2C=CC=CC=2)=O)=CC=1.[Pd].[Pd].C1(C)C(C)=CC=CC=1. The product is [CH2:21]([S:27][C:2]1[N:6]=[CH:5][N:4]([CH2:7][O:8][CH2:9][CH2:10][Si:11]([CH3:14])([CH3:13])[CH3:12])[C:3]=1[C:15]1[CH:16]=[N:17][CH:18]=[CH:19][CH:20]=1)[CH2:22][CH2:23][CH2:24][CH2:25][CH3:26]. The yield is 0.180.